Dataset: Forward reaction prediction with 1.9M reactions from USPTO patents (1976-2016). Task: Predict the product of the given reaction. (1) Given the reactants [CH3:1][C:2]1[CH:7]=[CH:6][CH:5]=[CH:4][C:3]=1[CH:8]1[CH2:13][C:12](=O)[NH:11][C:10](=O)[CH2:9]1.B.C1COCC1, predict the reaction product. The product is: [CH3:1][C:2]1[CH:7]=[CH:6][CH:5]=[CH:4][C:3]=1[CH:8]1[CH2:13][CH2:12][NH:11][CH2:10][CH2:9]1. (2) Given the reactants [Li]CCCC.Br[C:7]1[CH:8]=[CH:9][C:10]([C:18]([OH:20])=[O:19])=[N:11][C:12]=1[O:13][CH2:14][CH:15]1[CH2:17][CH2:16]1.[O:21]1[CH2:24][C:23](=[O:25])[CH2:22]1, predict the reaction product. The product is: [CH:15]1([CH2:14][O:13][C:12]2[N:11]=[C:10]([C:18]([OH:20])=[O:19])[CH:9]=[CH:8][C:7]=2[C:23]2([OH:25])[CH2:24][O:21][CH2:22]2)[CH2:17][CH2:16]1. (3) Given the reactants [OH:1][C:2]1[C:11](I)=[C:10]2[C:5]([CH2:6][C@@H:7]([C:13]([OH:15])=[O:14])[NH:8][CH2:9]2)=[CH:4][C:3]=1I.CCN(CC)CC, predict the reaction product. The product is: [OH:1][C:2]1[CH:11]=[C:10]2[C:5]([CH2:6][C@@H:7]([C:13]([OH:15])=[O:14])[NH:8][CH2:9]2)=[CH:4][CH:3]=1. (4) Given the reactants Br[C:2]1[S:6][C:5]2[CH:7]=[C:8]([OH:11])[CH:9]=[CH:10][C:4]=2[C:3]=1[O:12][C:13]1[CH:18]=[CH:17][C:16](/[CH:19]=[CH:20]/[C:21]([O:23][CH3:24])=[O:22])=[CH:15][CH:14]=1.[F:25][C:26]([C:29]1[CH:34]=[CH:33][CH:32]=[CH:31][C:30]=1B1OC(C)(C)C(C)(C)O1)([F:28])[CH3:27].ClCCl.C(=O)([O-])[O-].[K+].[K+], predict the reaction product. The product is: [F:25][C:26]([C:29]1[CH:34]=[CH:33][CH:32]=[CH:31][C:30]=1[C:2]1[S:6][C:5]2[CH:7]=[C:8]([OH:11])[CH:9]=[CH:10][C:4]=2[C:3]=1[O:12][C:13]1[CH:18]=[CH:17][C:16](/[CH:19]=[CH:20]/[C:21]([O:23][CH3:24])=[O:22])=[CH:15][CH:14]=1)([F:28])[CH3:27]. (5) Given the reactants Br[C:2]1[CH:3]=[CH:4][C:5]2[NH:6][C:7]3[C:12]([C:13]=2[CH:14]=1)=[CH:11][CH:10]=[CH:9][CH:8]=3.[C:15]1([N:21]2[C:33]3[CH:32]=[CH:31][C:30](B([O-])[O-])=[CH:29][C:28]=3[C:27]3[C:22]2=[CH:23][CH:24]=[CH:25][CH:26]=3)[CH:20]=[CH:19][CH:18]=[CH:17][CH:16]=1.COC(OC)(O)C.C(=O)([O-])[O-].[K+].[K+], predict the reaction product. The product is: [C:15]1([N:21]2[C:33]3[CH:32]=[CH:31][C:30]([C:2]4[CH:3]=[CH:4][C:5]5[NH:6][C:7]6[C:12]([C:13]=5[CH:14]=4)=[CH:11][CH:10]=[CH:9][CH:8]=6)=[CH:29][C:28]=3[C:27]3[C:22]2=[CH:23][CH:24]=[CH:25][CH:26]=3)[CH:20]=[CH:19][CH:18]=[CH:17][CH:16]=1. (6) Given the reactants [Cl:1][C:2]1[CH:9]=[C:8]([F:10])[CH:7]=[CH:6][C:3]=1[C:4]#[N:5].[I:11]I.[O-]S([O-])(=S)=O.[Na+].[Na+].[NH4+].[Cl-], predict the reaction product. The product is: [Cl:1][C:2]1[C:9]([I:11])=[C:8]([F:10])[CH:7]=[CH:6][C:3]=1[C:4]#[N:5]. (7) Given the reactants [CH3:1][N:2]([N:4]=[N:5][C:6]1[CH:10]=[CH:9][S:8][C:7]=1[C:11]([O:13]C)=[O:12])[CH3:3].[OH-].[Na+].Cl, predict the reaction product. The product is: [CH3:3][N:2]([N:4]=[N:5][C:6]1[CH:10]=[CH:9][S:8][C:7]=1[C:11]([OH:13])=[O:12])[CH3:1]. (8) Given the reactants [F:1][C:2]1[CH:25]=[CH:24][C:5]([CH2:6][NH:7][C:8]([C:10]2[N:11]=[C:12]3CC(NC)C[CH2:18][N:13]3[C:14](=[O:17])[C:15]=2[OH:16])=[O:9])=[CH:4][CH:3]=1.[OH:26]N1C2C=CC=CC=2N=N1.Cl.CN(C)CCCN=C=NCC.C[CH2:49][N:50]([CH:54]([CH3:56])C)[CH:51]([CH3:53])[CH3:52].C(O)(=O)C, predict the reaction product. The product is: [C:54]([N:50]([CH3:49])[CH:51]1[CH2:52][CH2:18][N:13]2[C:14](=[O:17])[C:15]([OH:16])=[C:10]([C:8]([NH:7][CH2:6][C:5]3[CH:24]=[CH:25][C:2]([F:1])=[CH:3][CH:4]=3)=[O:9])[N:11]=[C:12]2[CH2:53]1)(=[O:26])[CH3:56]. (9) Given the reactants [CH3:1][N:2]1[C:6]2=[N:7][CH:8]=[C:9]([N+:12]([O-])=O)[C:10]([CH3:11])=[C:5]2[C:4]([C:15]2[CH2:22][C:19]3([CH2:21][CH2:20]3)[N:18]([C:23]([O:25][C:26]([CH3:29])([CH3:28])[CH3:27])=[O:24])[CH2:17][CH:16]=2)=[CH:3]1.CCOC(C)=O, predict the reaction product. The product is: [NH2:12][C:9]1[C:10]([CH3:11])=[C:5]2[C:4]([CH:15]3[CH2:22][C:19]4([CH2:20][CH2:21]4)[N:18]([C:23]([O:25][C:26]([CH3:27])([CH3:28])[CH3:29])=[O:24])[CH2:17][CH2:16]3)=[CH:3][N:2]([CH3:1])[C:6]2=[N:7][CH:8]=1. (10) Given the reactants [C:1]([O:5][C:6](=[O:27])[NH:7][C@H:8]1[C@H:12]([C:13]2[CH:18]=[CH:17][C:16]([Cl:19])=[CH:15][CH:14]=2)[CH2:11][N:10]([CH2:20][C:21]2[CH:26]=[CH:25][CH:24]=[CH:23][CH:22]=2)[CH2:9]1)([CH3:4])([CH3:3])[CH3:2].[H-].[Na+].I[CH2:31][CH3:32], predict the reaction product. The product is: [C:1]([O:5][C:6](=[O:27])[N:7]([C@H:8]1[C@H:12]([C:13]2[CH:14]=[CH:15][C:16]([Cl:19])=[CH:17][CH:18]=2)[CH2:11][N:10]([CH2:20][C:21]2[CH:22]=[CH:23][CH:24]=[CH:25][CH:26]=2)[CH2:9]1)[CH2:31][CH3:32])([CH3:4])([CH3:2])[CH3:3].